Dataset: Catalyst prediction with 721,799 reactions and 888 catalyst types from USPTO. Task: Predict which catalyst facilitates the given reaction. (1) Product: [C:29]([C:28]1[CH:27]=[CH:26][O:25][C:24]=1[C:8]1[C:7]([C:4](=[N:5][OH:6])[NH2:3])=[CH:12][C:11]([C:13]([F:16])([F:14])[F:15])=[CH:10][C:9]=1[C:17]1[CH:18]=[CH:19][C:20]([OH:23])=[CH:21][CH:22]=1)#[N:30]. Reactant: CC1(C)[O:6][N:5]=[C:4]([C:7]2[C:8]([C:24]3[O:25][CH:26]=[CH:27][C:28]=3[C:29]#[N:30])=[C:9]([C:17]3[CH:22]=[CH:21][C:20]([OH:23])=[CH:19][CH:18]=3)[CH:10]=[C:11]([C:13]([F:16])([F:15])[F:14])[CH:12]=2)[NH:3]1.Cl.C(Cl)Cl.CCOC(C)=O.[NH4+].[Cl-]. The catalyst class is: 14. (2) Product: [OH:6][C:7]1[CH:15]=[CH:14][CH:13]=[C:12]2[C:8]=1[C:9]([CH:21]=[O:22])=[CH:10][NH:11]2. Reactant: P(Cl)(Cl)(Cl)=O.[OH:6][C:7]1[CH:15]=[CH:14][CH:13]=[C:12]2[C:8]=1[CH:9]=[CH:10][NH:11]2.[OH-].[Na+].Cl.CN(C)[CH:21]=[O:22]. The catalyst class is: 6. (3) Reactant: CN(C=O)C.[Br:6][C:7]1[CH:8]=[C:9]([Cl:16])[C:10]([Cl:15])=[C:11]([CH2:13][OH:14])[CH:12]=1.Cl[Si:18]([C:21]([CH3:24])([CH3:23])[CH3:22])([CH3:20])[CH3:19].N1C=CN=C1. Product: [Br:6][C:7]1[CH:8]=[C:9]([Cl:16])[C:10]([Cl:15])=[C:11]([CH2:13][O:14][Si:18]([C:21]([CH3:24])([CH3:23])[CH3:22])([CH3:20])[CH3:19])[CH:12]=1. The catalyst class is: 28. (4) Reactant: [Cl:1][C:2]1[CH:19]=[CH:18][CH:17]=[CH:16][C:3]=1[C:4]([C:6]1[S:10][C:9]([N:11]=CN(C)C)=[N:8][CH:7]=1)=[O:5]. Product: [NH2:11][C:9]1[S:10][C:6]([C:4]([C:3]2[CH:16]=[CH:17][CH:18]=[CH:19][C:2]=2[Cl:1])=[O:5])=[CH:7][N:8]=1.[Cl:1][C:2]1[CH:19]=[CH:18][CH:17]=[CH:16][C:3]=1[C:4](=[O:5])[CH3:6]. The catalyst class is: 33. (5) Reactant: [CH3:1][O:2][C:3](=[O:6])[CH2:4][OH:5].[H-].[Na+].Cl[C:10]1[C:15]([N+:16]([O-:18])=[O:17])=[CH:14][C:13]([CH3:19])=[CH:12][N:11]=1.O. Product: [CH3:1][O:2][C:3](=[O:6])[CH2:4][O:5][C:10]1[C:15]([N+:16]([O-:18])=[O:17])=[CH:14][C:13]([CH3:19])=[CH:12][N:11]=1. The catalyst class is: 7.